Dataset: NCI-60 drug combinations with 297,098 pairs across 59 cell lines. Task: Regression. Given two drug SMILES strings and cell line genomic features, predict the synergy score measuring deviation from expected non-interaction effect. Drug 1: C1CC(=O)NC(=O)C1N2C(=O)C3=CC=CC=C3C2=O. Drug 2: CC1=C(C(=O)C2=C(C1=O)N3CC4C(C3(C2COC(=O)N)OC)N4)N. Cell line: SK-MEL-28. Synergy scores: CSS=22.0, Synergy_ZIP=-6.29, Synergy_Bliss=0.708, Synergy_Loewe=-12.7, Synergy_HSA=2.42.